This data is from Forward reaction prediction with 1.9M reactions from USPTO patents (1976-2016). The task is: Predict the product of the given reaction. Given the reactants [CH3:1][NH2:2].[NH:3]1[C:11]2[C:6](=[CH:7][C:8]([NH:12][C:13]3[C:14]4[S:21][C:20]([C:22]5[CH:29]=[CH:28][C:25]([CH:26]=O)=[CH:24][CH:23]=5)=[CH:19][C:15]=4[N:16]=[CH:17][N:18]=3)=[CH:9][CH:10]=2)[CH:5]=[CH:4]1.Cl, predict the reaction product. The product is: [NH:3]1[C:11]2[C:6](=[CH:7][C:8]([NH:12][C:13]3[C:14]4[S:21][C:20]([C:22]5[CH:29]=[CH:28][C:25]([CH2:26][NH:2][CH3:1])=[CH:24][CH:23]=5)=[CH:19][C:15]=4[N:16]=[CH:17][N:18]=3)=[CH:9][CH:10]=2)[CH:5]=[CH:4]1.